This data is from Peptide-MHC class II binding affinity with 134,281 pairs from IEDB. The task is: Regression. Given a peptide amino acid sequence and an MHC pseudo amino acid sequence, predict their binding affinity value. This is MHC class II binding data. (1) The peptide sequence is NDFLKTGHYTQMVWA. The MHC is DRB1_0301 with pseudo-sequence DRB1_0301. The binding affinity (normalized) is 0.0688. (2) The peptide sequence is GKTFSVGTGNCTTNI. The MHC is HLA-DQA10201-DQB10402 with pseudo-sequence HLA-DQA10201-DQB10402. The binding affinity (normalized) is 0.396.